This data is from Full USPTO retrosynthesis dataset with 1.9M reactions from patents (1976-2016). The task is: Predict the reactants needed to synthesize the given product. (1) Given the product [CH2:21]([NH:28][C@@H:8]1[CH2:7][C@H:6]([C:10]2[CH:15]=[CH:14][N:13]=[CH:12][C:11]=2[N+:16]([O-:18])=[O:17])[O:5][C@H:4]([CH3:19])[C@@:3]1([CH2:1][CH3:2])[OH:20])[C:22]1[CH:27]=[CH:26][CH:25]=[CH:24][CH:23]=1.[CH2:21]([NH:28][C@@H:8]1[CH2:7][C@H:6]([C:10]2[CH:15]=[CH:14][N:13]=[CH:12][C:11]=2[N+:16]([O-:18])=[O:17])[O:5][C@H:4]([CH3:19])[C@@:3]1([CH3:1])[OH:20])[C:22]1[CH:27]=[CH:26][CH:25]=[CH:24][CH:23]=1, predict the reactants needed to synthesize it. The reactants are: [CH2:1]([C@:3]1([OH:20])[C:8](=O)[CH2:7][C@H:6]([C:10]2[CH:15]=[CH:14][N:13]=[CH:12][C:11]=2[N+:16]([O-:18])=[O:17])[O:5][C@@H:4]1[CH3:19])[CH3:2].[CH2:21]([NH2:28])[C:22]1[CH:27]=[CH:26][CH:25]=[CH:24][CH:23]=1.[Li+].[BH4-]. (2) Given the product [Cl:1][C:2]1[S:6][N:5]=[C:4]([C:7]2[S:11][C:10]([S:12]([NH:16][C:17]3[CH:22]=[CH:21][CH:20]=[C:19]([C:23]4[NH:27][N:26]=[N:25][N:24]=4)[CH:18]=3)(=[O:14])=[O:13])=[CH:9][CH:8]=2)[N:3]=1, predict the reactants needed to synthesize it. The reactants are: [Cl:1][C:2]1[S:6][N:5]=[C:4]([C:7]2[S:11][C:10]([S:12](Cl)(=[O:14])=[O:13])=[CH:9][CH:8]=2)[N:3]=1.[NH2:16][C:17]1[CH:18]=[C:19]([C:23]2[NH:27][N:26]=[N:25][N:24]=2)[CH:20]=[CH:21][CH:22]=1. (3) Given the product [CH2:1]([O:3][C:4]([C:6]1[CH:7]=[CH:8][C:9]([C:12]2[CH:17]=[CH:16][CH:15]=[C:14]([CH2:18][O:19][C:21]3[CH:22]=[N:23][CH:24]=[CH:25][CH:26]=3)[CH:13]=2)=[CH:10][CH:11]=1)=[O:5])[CH3:2], predict the reactants needed to synthesize it. The reactants are: [CH2:1]([O:3][C:4]([C:6]1[CH:11]=[CH:10][C:9]([C:12]2[CH:17]=[CH:16][CH:15]=[C:14]([CH2:18][OH:19])[CH:13]=2)=[CH:8][CH:7]=1)=[O:5])[CH3:2].O[C:21]1[CH:22]=[N:23][CH:24]=[CH:25][CH:26]=1.C1(P(C2C=CC=CC=2)C2C=CC=CC=2)C=CC=CC=1.CCOC(/N=N/C(OCC)=O)=O. (4) Given the product [Cl:15][C:4]1[CH:5]=[C:6]2[C:10](=[C:2]([C:21]3[CH:22]=[CH:23][C:18]([C:17]([F:28])([F:27])[F:16])=[CH:19][CH:20]=3)[CH:3]=1)[NH:9][C:8]([C:11]([NH2:13])=[O:12])=[C:7]2[CH3:14], predict the reactants needed to synthesize it. The reactants are: Br[C:2]1[CH:3]=[C:4]([Cl:15])[CH:5]=[C:6]2[C:10]=1[NH:9][C:8]([C:11]([NH2:13])=[O:12])=[C:7]2[CH3:14].[F:16][C:17]([F:28])([F:27])[C:18]1[CH:23]=[CH:22][C:21](B(O)O)=[CH:20][CH:19]=1.